Task: Predict the reactants needed to synthesize the given product.. Dataset: Full USPTO retrosynthesis dataset with 1.9M reactions from patents (1976-2016) (1) Given the product [CH3:1][O:2][C:3]([NH:5][C@H:6]([C:20]([NH:22][C:23]1[CH:28]=[CH:27][CH:26]=[CH:25][C:24]=1[CH2:29][CH2:30][C@H:31]1[O:36][CH2:35][C@@H:34]([CH2:37][N:38]2[CH:42]=[CH:41][N:40]=[N:39]2)[NH:33][CH2:32]1)=[O:21])[CH:7]([C:14]1[CH:15]=[CH:16][CH:17]=[CH:18][CH:19]=1)[C:8]1[CH:13]=[CH:12][CH:11]=[CH:10][CH:9]=1)=[O:4], predict the reactants needed to synthesize it. The reactants are: [CH3:1][O:2][C:3]([NH:5][C@H:6]([C:20]([NH:22][C:23]1[CH:28]=[CH:27][CH:26]=[CH:25][C:24]=1[CH2:29][CH2:30][C@H:31]1[O:36][CH2:35][C@@H:34]([CH2:37][N:38]2[CH:42]=[C:41]([Si](C)(C)C)[N:40]=[N:39]2)[NH:33][CH2:32]1)=[O:21])[CH:7]([C:14]1[CH:19]=[CH:18][CH:17]=[CH:16][CH:15]=1)[C:8]1[CH:13]=[CH:12][CH:11]=[CH:10][CH:9]=1)=[O:4].CCCC[N+](CCCC)(CCCC)CCCC.[F-]. (2) Given the product [Cl:1][C:2]1[N:7]=[CH:6][C:5]([CH2:8][N:9]([CH2:16][CH:17]([CH3:19])[CH3:18])[CH2:10][CH2:11][SH:12])=[CH:4][CH:3]=1, predict the reactants needed to synthesize it. The reactants are: [Cl:1][C:2]1[N:7]=[CH:6][C:5]([CH2:8][N:9]([CH2:16][CH:17]([CH3:19])[CH3:18])[CH2:10][CH2:11][S:12]C(=O)C)=[CH:4][CH:3]=1.CN. (3) The reactants are: [F:1][C:2]1[CH:3]=[C:4]([CH:15]=[CH:16][CH:17]=1)[O:5][CH2:6][CH2:7][CH2:8][CH2:9][CH2:10][CH2:11][CH2:12][CH2:13][NH2:14].Cl[C:19]1[C:28]2[C:23](=[CH:24][CH:25]=[CH:26][CH:27]=2)[N:22]=[CH:21][CH:20]=1.C(OCCCOCCCCCCCCNC1C2C(=CC=CC=2)N=CC=1)C. Given the product [F:1][C:2]1[CH:3]=[C:4]([CH:15]=[CH:16][CH:17]=1)[O:5][CH2:6][CH2:7][CH2:8][CH2:9][CH2:10][CH2:11][CH2:12][CH2:13][NH:14][C:19]1[C:28]2[C:23](=[CH:24][CH:25]=[CH:26][CH:27]=2)[N:22]=[CH:21][CH:20]=1, predict the reactants needed to synthesize it. (4) The reactants are: [NH2:1][C:2]1[CH:9]=[CH:8][C:7]([Cl:10])=[CH:6][C:3]=1[CH:4]=O.CC1(C)[O:17][C:16](=O)[CH:15]=[C:14]([CH3:19])[O:13]1. Given the product [C:14]([C:15]1[C:16](=[O:17])[NH:1][C:2]2[C:3]([CH:4]=1)=[CH:6][C:7]([Cl:10])=[CH:8][CH:9]=2)(=[O:13])[CH3:19], predict the reactants needed to synthesize it. (5) Given the product [F:1][C:2]1[CH:33]=[CH:32][C:5]([C:6](/[N:8]=[C:9]2\[NH:10][C:11]3[CH:29]=[CH:28][C:27]([CH2:30][N:38]4[CH2:39][CH2:40][C:35]([OH:41])([CH3:34])[CH2:36][CH2:37]4)=[CH:26][C:12]=3[N:13]\2[C@H:14]2[CH2:15][CH2:16][C@@H:17]([C:20](=[O:25])[NH:21][CH:22]([CH3:23])[CH3:24])[CH2:18][CH2:19]2)=[O:7])=[CH:4][CH:3]=1, predict the reactants needed to synthesize it. The reactants are: [F:1][C:2]1[CH:33]=[CH:32][C:5]([C:6](/[N:8]=[C:9]2\[NH:10][C:11]3[CH:29]=[CH:28][C:27]([CH2:30]O)=[CH:26][C:12]=3[N:13]\2[C@H:14]2[CH2:19][CH2:18][C@@H:17]([C:20](=[O:25])[NH:21][CH:22]([CH3:24])[CH3:23])[CH2:16][CH2:15]2)=[O:7])=[CH:4][CH:3]=1.[CH3:34][C:35]1([OH:41])[CH2:40][CH2:39][NH:38][CH2:37][CH2:36]1.FC1C=CC(C(/N=C2\NC3C=CC(CN4CCN(S(C)(=O)=O)CC4)=CC=3N\2[C@H]2CC[C@@H](C(=O)NC(C)C)CC2)=O)=CC=1. (6) Given the product [F:1][C:2]1[CH:7]=[C:6]([N+:8]([O-:10])=[O:9])[CH:5]=[CH:4][C:3]=1[O:11][CH2:22][C:21]1[CH:24]=[CH:25][CH:26]=[C:19]([F:18])[CH:20]=1, predict the reactants needed to synthesize it. The reactants are: [F:1][C:2]1[CH:7]=[C:6]([N+:8]([O-:10])=[O:9])[CH:5]=[CH:4][C:3]=1[OH:11].C(=O)([O-])[O-].[K+].[K+].[F:18][C:19]1[CH:20]=[C:21]([CH:24]=[CH:25][CH:26]=1)[CH2:22]Br. (7) The reactants are: [CH3:1][N:2]([CH3:28])[C:3]1[NH:4][C:5](=[O:27])[CH:6]=[C:7]([C:9]([NH:11][CH:12]([C:16]2[CH:21]=[CH:20][C:19]([O:22][C:23]([F:26])([F:25])[F:24])=[CH:18][CH:17]=2)[CH2:13][O:14][CH3:15])=[O:10])[N:8]=1. Given the product [CH3:28][N:2]([CH3:1])[C:3]1[NH:4][C:5](=[O:27])[CH:6]=[C:7]([C:9]([NH:11][C@H:12]([C:16]2[CH:21]=[CH:20][C:19]([O:22][C:23]([F:26])([F:25])[F:24])=[CH:18][CH:17]=2)[CH2:13][O:14][CH3:15])=[O:10])[N:8]=1, predict the reactants needed to synthesize it.